This data is from Catalyst prediction with 721,799 reactions and 888 catalyst types from USPTO. The task is: Predict which catalyst facilitates the given reaction. (1) Reactant: [CH:1]1([CH2:7][O:8][C:9]2[C:18]([CH:19]3[CH2:21][CH2:20]3)=[CH:17][C:12]3[C:13]([NH2:16])=[N:14][O:15][C:11]=3[CH:10]=2)[CH2:6][CH2:5][CH2:4][CH2:3][CH2:2]1.C(N(CC)CC)C.[CH3:29][S:30](Cl)(=[O:32])=[O:31]. Product: [CH:1]1([CH2:7][O:8][C:9]2[C:18]([CH:19]3[CH2:21][CH2:20]3)=[CH:17][C:12]3[C:13]([NH:16][S:30]([CH3:29])(=[O:32])=[O:31])=[N:14][O:15][C:11]=3[CH:10]=2)[CH2:2][CH2:3][CH2:4][CH2:5][CH2:6]1. The catalyst class is: 2. (2) Reactant: [CH2:1]([O:8][C:9]1[CH:10]=[C:11]2[C:16](=[CH:17][CH:18]=1)[C:15]([C:19](=[O:35])[C:20]1[CH:25]=[CH:24][C:23]([O:26][CH2:27][CH2:28][N:29]3[CH2:34][CH2:33][CH2:32][CH2:31][CH2:30]3)=[CH:22][CH:21]=1)=[C:14](OS(C(F)(F)F)(=O)=O)[CH:13]=[CH:12]2)[C:2]1[CH:7]=[CH:6][CH:5]=[CH:4][CH:3]=1.[F:44][C:45]1[CH:50]=[CH:49][CH:48]=[CH:47][C:46]=1B(O)O.[F-].[Cs+]. Product: [CH2:1]([O:8][C:9]1[CH:10]=[C:11]2[C:16](=[CH:17][CH:18]=1)[C:15]([C:19]([C:20]1[CH:21]=[CH:22][C:23]([O:26][CH2:27][CH2:28][N:29]3[CH2:34][CH2:33][CH2:32][CH2:31][CH2:30]3)=[CH:24][CH:25]=1)=[O:35])=[C:14]([C:46]1[CH:47]=[CH:48][CH:49]=[CH:50][C:45]=1[F:44])[CH:13]=[CH:12]2)[C:2]1[CH:3]=[CH:4][CH:5]=[CH:6][CH:7]=1. The catalyst class is: 10. (3) Reactant: [CH3:1][C:2]1[C:6]2[C:7](=[O:20])[N:8]([CH2:12][CH2:13][N:14]3[CH2:19][CH2:18][CH2:17][CH2:16][CH2:15]3)[CH2:9][CH2:10][CH2:11][C:5]=2[NH:4][C:3]=1[CH:21]=O.[Cl:23][C:24]1[CH:29]=[CH:28][CH:27]=[C:26]([Cl:30])[C:25]=1[CH2:31][S:32]([C:35]1[CH:36]=[C:37]2[C:41](=[CH:42][CH:43]=1)[NH:40][C:39](=[O:44])[CH2:38]2)(=[O:34])=[O:33].N1CCCCC1. Product: [Cl:30][C:26]1[CH:27]=[CH:28][CH:29]=[C:24]([Cl:23])[C:25]=1[CH2:31][S:32]([C:35]1[CH:36]=[C:37]2[C:41](=[CH:42][CH:43]=1)[NH:40][C:39](=[O:44])/[C:38]/2=[CH:21]\[C:3]1[NH:4][C:5]2[CH2:11][CH2:10][CH2:9][N:8]([CH2:12][CH2:13][N:14]3[CH2:19][CH2:18][CH2:17][CH2:16][CH2:15]3)[C:7](=[O:20])[C:6]=2[C:2]=1[CH3:1])(=[O:34])=[O:33]. The catalyst class is: 8. (4) Reactant: [Cl:1][C:2]1[CH:9]=[CH:8][C:5]([C:6]#[N:7])=[C:4](F)[CH:3]=1.[CH2:11]([O:13][C:14]1[C:21]([OH:22])=[CH:20][CH:19]=[CH:18][C:15]=1[CH:16]=[O:17])[CH3:12].C(=O)([O-])[O-].[Cs+].[Cs+].O. Product: [Cl:1][C:2]1[CH:9]=[CH:8][C:5]([C:6]#[N:7])=[C:4]([O:22][C:21]2[CH:20]=[CH:19][CH:18]=[C:15]([CH:16]=[O:17])[C:14]=2[O:13][CH2:11][CH3:12])[CH:3]=1. The catalyst class is: 3. (5) Reactant: Cl.[NH2:2][C@H:3]([C:5]([O:7][CH3:8])=[O:6])[CH3:4].CN(C(ON1N=NC2C=CC=CC1=2)=[N+](C)C)C.[B-](F)(F)(F)F.CN1CCOCC1.[CH3:38][C:39]1[C:68]([C:69]([F:72])([F:71])[F:70])=[CH:67][CH:66]=[CH:65][C:40]=1[CH2:41][N:42]1[C:47](=[O:48])[C:46]([C:49](O)=[O:50])=[CH:45][N:44]([C:52]2[CH:57]=[CH:56][C:55]([N:58]3[CH2:62][CH2:61][NH:60][C:59]3=[O:63])=[CH:54][CH:53]=2)[C:43]1=[O:64]. Product: [CH3:38][C:39]1[C:68]([C:69]([F:72])([F:70])[F:71])=[CH:67][CH:66]=[CH:65][C:40]=1[CH2:41][N:42]1[C:47](=[O:48])[C:46]([C:49]([NH:2][C@H:3]([C:5]([O:7][CH3:8])=[O:6])[CH3:4])=[O:50])=[CH:45][N:44]([C:52]2[CH:57]=[CH:56][C:55]([N:58]3[CH2:62][CH2:61][NH:60][C:59]3=[O:63])=[CH:54][CH:53]=2)[C:43]1=[O:64]. The catalyst class is: 46. (6) Reactant: [Br:1][C:2]1[C:3]([OH:19])=[C:4]([CH2:9][NH:10][NH:11]C(OC(C)(C)C)=O)[CH:5]=[C:6]([Cl:8])[CH:7]=1.Cl. Product: [ClH:8].[Br:1][C:2]1[CH:7]=[C:6]([Cl:8])[CH:5]=[C:4]([CH2:9][NH:10][NH2:11])[C:3]=1[OH:19]. The catalyst class is: 1. (7) Reactant: [N+:1]([C:4]1[CH:5]=[C:6]([NH:10][C:11]2[C:16]([F:17])=[CH:15][N:14]=[C:13]([NH:18][C:19]3[CH:20]=[CH:21][C:22]4[O:27][CH2:26][C:25](=O)[NH:24][C:23]=4[CH:29]=3)[N:12]=2)[CH:7]=[CH:8][CH:9]=1)([O-])=O.O.Cl. Product: [NH2:1][C:4]1[CH:5]=[C:6]([NH:10][C:11]2[C:16]([F:17])=[CH:15][N:14]=[C:13]([NH:18][C:19]3[CH:20]=[CH:21][C:22]4[O:27][CH2:26][CH:25]=[N:24][C:23]=4[CH:29]=3)[N:12]=2)[CH:7]=[CH:8][CH:9]=1. The catalyst class is: 50. (8) The catalyst class is: 60. Product: [CH:1]1([N:4]([CH:19]2[CH2:24][CH2:23][N:22]([C:26]3[CH:31]=[N:30][C:29]([CH3:32])=[CH:28][N:27]=3)[CH2:21][CH2:20]2)[C:5]([C:7]2[CH:12]=[N:11][C:10]([N:13]3[CH:17]=[CH:16][N:15]=[C:14]3[CH3:18])=[N:9][CH:8]=2)=[O:6])[CH2:3][CH2:2]1. Reactant: [CH:1]1([N:4]([CH:19]2[CH2:24][CH2:23][NH:22][CH2:21][CH2:20]2)[C:5]([C:7]2[CH:8]=[N:9][C:10]([N:13]3[CH:17]=[CH:16][N:15]=[C:14]3[CH3:18])=[N:11][CH:12]=2)=[O:6])[CH2:3][CH2:2]1.Cl[C:26]1[CH:31]=[N:30][C:29]([CH3:32])=[CH:28][N:27]=1.C(N(C(C)C)C(C)C)C.